Dataset: Forward reaction prediction with 1.9M reactions from USPTO patents (1976-2016). Task: Predict the product of the given reaction. (1) Given the reactants CO[CH:3](OC)[CH2:4][N:5]([CH3:28])[C:6]([NH:8][C:9]1[CH:14]=[CH:13][CH:12]=[CH:11][C:10]=1[CH:15]1[CH2:20][CH2:19][N:18]([C:21]([O:23]C(C)(C)C)=O)[CH2:17][CH2:16]1)=[O:7].C(O)(C(F)(F)F)=O.[NH:38]([C:51]([O:53][C:54]([CH3:57])([CH3:56])[CH3:55])=[O:52])[C@@H:39](C(O)=O)[CH2:40][C:41]1[CH:46]=[CH:45][C:44]([Cl:47])=[CH:43][CH:42]=1.C1C=CC2N(O)N=NC=2C=1.C(Cl)CCl, predict the reaction product. The product is: [Cl:47][C:44]1[CH:43]=[CH:42][C:41]([CH2:40][C@@H:39]([NH:38][C:51]([O:53][C:54]([CH3:57])([CH3:56])[CH3:55])=[O:52])[C:21]([N:18]2[CH2:17][CH2:16][CH:15]([C:10]3[CH:11]=[CH:12][CH:13]=[CH:14][C:9]=3[N:8]3[CH:3]=[CH:4][N:5]([CH3:28])[C:6]3=[O:7])[CH2:20][CH2:19]2)=[O:23])=[CH:46][CH:45]=1. (2) Given the reactants [F:1][C:2]1[CH:11]=[CH:10][CH:9]=[C:8]2[C:3]=1[CH2:4][NH:5][C:6]([CH3:12])=[N:7]2.C(Cl)(Cl)Cl, predict the reaction product. The product is: [F:1][C:2]1[CH:11]=[CH:10][CH:9]=[C:8]2[C:3]=1[CH:4]=[N:5][C:6]([CH3:12])=[N:7]2. (3) Given the reactants [C:1]([C:4]1[CH:9]=[CH:8][C:7]([N:10]2[C:14]([C:15]3[CH:20]=[CH:19][C:18]([OH:21])=[CH:17][CH:16]=3)=[CH:13][CH:12]=[C:11]2[CH2:22][CH2:23][C:24]([OH:26])=[O:25])=[C:6]([CH3:27])[CH:5]=1)(=[O:3])[NH2:2].C(=O)([O-])[O-].[K+].[K+].Br[CH2:35][C:36]([NH2:38])=[O:37].Cl, predict the reaction product. The product is: [C:1]([C:4]1[CH:9]=[CH:8][C:7]([N:10]2[C:14]([C:15]3[CH:20]=[CH:19][C:18]([OH:21])=[CH:17][CH:16]=3)=[CH:13][CH:12]=[C:11]2[CH2:22][CH2:23][C:24]([OH:26])=[O:25])=[C:6]([CH3:27])[CH:5]=1)(=[O:3])[NH2:2].[NH2:38][C:36](=[O:37])[CH2:35][O:21][C:18]1[CH:19]=[CH:20][C:15]([C:14]2[N:10]([C:7]3[CH:8]=[CH:9][C:4]([C:1](=[O:3])[NH2:2])=[CH:5][C:6]=3[CH3:27])[C:11]([CH2:22][CH2:23][C:24]([OH:26])=[O:25])=[CH:12][CH:13]=2)=[CH:16][CH:17]=1. (4) Given the reactants FC(F)(F)C(O)=O.[N:8]1([CH2:13][C:14]2[CH:19]=[CH:18][C:17]([C:20]3[CH:24]=[C:23]([CH2:25][CH2:26][CH2:27][CH3:28])[S:22][C:21]=3[S:29]([NH:32]C(C)(C)C)(=[O:31])=[O:30])=[CH:16][CH:15]=2)[CH:12]=[CH:11][N:10]=[CH:9]1.BrC1C=CC(CN2C=CN=C2)=CC=1, predict the reaction product. The product is: [N:8]1([CH2:13][C:14]2[CH:19]=[CH:18][C:17]([C:20]3[CH:24]=[C:23]([CH2:25][CH2:26][CH2:27][CH3:28])[S:22][C:21]=3[S:29]([NH2:32])(=[O:31])=[O:30])=[CH:16][CH:15]=2)[CH:12]=[CH:11][N:10]=[CH:9]1. (5) Given the reactants [Cl:1][C:2]1[CH:26]=[N:25][C:5]2[NH:6][C:7]3[C:12]([C:4]=2[CH:3]=1)=[C:11]([C:13]1[CH:18]=[CH:17][CH:16]=[C:15]([S:19]([CH2:22][CH3:23])(=[O:21])=[O:20])[CH:14]=1)[CH:10]=[CH:9][C:8]=3[OH:24].C(S(C1C=C(C2C=CC(O[CH2:48][CH2:49][CH2:50][N:51]([CH3:53])[CH3:52])=C3C=2C2C=C(C)C=NC=2N3)C=CC=1)(=O)=O)C, predict the reaction product. The product is: [Cl:1][C:2]1[CH:26]=[N:25][C:5]2[NH:6][C:7]3[C:12]([C:4]=2[CH:3]=1)=[C:11]([C:13]1[CH:18]=[CH:17][CH:16]=[C:15]([S:19]([CH2:22][CH3:23])(=[O:21])=[O:20])[CH:14]=1)[CH:10]=[CH:9][C:8]=3[O:24][CH2:48][CH2:49][CH2:50][N:51]([CH3:53])[CH3:52]. (6) Given the reactants [F:1][C:2]1[CH:7]=[CH:6][C:5]([C:8]2[C:12]([CH:13]=O)=[CH:11][N:10]([C:15]3[CH:20]=[CH:19][N:18]=[C:17]([NH:21][C:22]4[CH:27]=[C:26]([N+:28]([O-])=O)[C:25]([N:31]5[CH2:36][CH2:35][O:34][CH2:33][CH2:32]5)=[CH:24][C:23]=4[O:37][CH3:38])[N:16]=3)[N:9]=2)=[CH:4][CH:3]=1.Cl.[NH:40]1[CH2:43][CH2:42][CH2:41]1, predict the reaction product. The product is: [N:40]1([CH2:13][C:12]2[C:8]([C:5]3[CH:6]=[CH:7][C:2]([F:1])=[CH:3][CH:4]=3)=[N:9][N:10]([C:15]3[CH:20]=[CH:19][N:18]=[C:17]([NH:21][C:22]4[C:23]([O:37][CH3:38])=[CH:24][C:25]([N:31]5[CH2:36][CH2:35][O:34][CH2:33][CH2:32]5)=[C:26]([NH:28][C:23](=[O:37])[CH:22]=[CH2:27])[CH:27]=4)[N:16]=3)[CH:11]=2)[CH2:43][CH2:42][CH2:41]1.